This data is from Experimentally validated miRNA-target interactions with 360,000+ pairs, plus equal number of negative samples. The task is: Binary Classification. Given a miRNA mature sequence and a target amino acid sequence, predict their likelihood of interaction. (1) The miRNA is hsa-miR-208a-5p with sequence GAGCUUUUGGCCCGGGUUAUAC. The protein sequence of the target gene is MERPEPPPGTAAGQEEQELRERAFFSWAEFSRFFDAWCQQRLALFFVKSSMHLARCRWASAPPLYTLIDVLKYSYVRLVCKDVRAPSRPAVGPPQPGCPAFIIVKLSPLRDRLVVTECQLTHSHPACPLEFAYYFRPGHLLANACLPVRTTNKISKQFVAPADVRRLLSYCKGRDHGVLDALHVLEGLFRTDPEAKVKLVFVEDQAVVETVFFLTSRTRALLRRFPRMLLVDRLPGLQGALDLLAVLCVDGSGRARQAACCVARPGTPSLLRFALASLLQSAPDVKGRVRCLTAGPEVAA.... Result: 1 (interaction). (2) The miRNA is hsa-miR-3127-3p with sequence UCCCCUUCUGCAGGCCUGCUGG. The protein sequence of the target gene is MAASAHGSVWGPLRLGIPGLCCRRPPLGLYARMRRLPGPEVSGRSVAAASGPGAWGTDHYCLELLRKRDYEGYLCSLLLPAESRSSVFALRAFNVELAQVKDSVSEKTIGLMRMQFWKKTVEDIYCDNPPHQPVAIELWKAVKRHNLTKRWLMKIVDEREKNLDDKAYRNIKELENYAENTQSSLLYLTLEILGIKDLHADHAASHIGKAQGIVTCLRATPYHGSRRKVFLPMDICMLHGVSQEDFLRRNQDKNVRDVIYDIASQAHLHLKHARSFHKTVPVKAFPAFLQTVSLEDFLKK.... Result: 1 (interaction).